From a dataset of Catalyst prediction with 721,799 reactions and 888 catalyst types from USPTO. Predict which catalyst facilitates the given reaction. Reactant: [CH3:1][CH2:2][CH2:3][CH2:4][CH2:5][CH2:6][CH2:7][CH2:8][CH2:9][C:10]1[CH:15]=[CH:14][C:13]([O:16][CH2:17][CH2:18][O:19][CH2:20][CH2:21][O:22][CH2:23][CH2:24][O:25][CH2:26][CH2:27][O:28][CH2:29][CH2:30][OH:31])=[CH:12][CH:11]=1. Product: [CH3:1][CH2:2][CH2:3][CH2:4][CH2:5][CH2:6][CH2:7][CH2:8][CH2:9][C:10]1[CH:11]=[CH:12][C:13]([O:16][CH2:17][CH2:18][O:19][CH2:20][CH2:21][O:22][CH2:23][CH2:24][O:25][CH2:26][CH2:27][O:28][CH2:29][CH2:30][OH:31])=[CH:14][CH:15]=1.[CH2:10]1[CH2:15][CH2:14][CH2:13][CH2:12][CH2:11]1. The catalyst class is: 244.